This data is from Full USPTO retrosynthesis dataset with 1.9M reactions from patents (1976-2016). The task is: Predict the reactants needed to synthesize the given product. (1) Given the product [F:47][C:34]1[CH:33]=[C:32]([C:19]2[CH:18]=[N:17][C:16]([N:13]3[CH2:14][CH2:15][CH:10]([N:2]([CH3:1])[C:3](=[O:9])[O:4][C:5]([CH3:7])([CH3:8])[CH3:6])[CH2:11][CH2:12]3)=[N:21][CH:20]=2)[CH:37]=[CH:36][C:35]=1[N:38]1[C:42](=[O:43])[N:41]([CH2:44][CH2:45][CH3:46])[N:40]=[CH:39]1, predict the reactants needed to synthesize it. The reactants are: [CH3:1][N:2]([CH:10]1[CH2:15][CH2:14][N:13]([C:16]2[N:21]=[CH:20][C:19](B3OC(C)(C)C(C)(C)O3)=[CH:18][N:17]=2)[CH2:12][CH2:11]1)[C:3](=[O:9])[O:4][C:5]([CH3:8])([CH3:7])[CH3:6].Br[C:32]1[CH:37]=[CH:36][C:35]([N:38]2[C:42](=[O:43])[N:41]([CH2:44][CH2:45][CH3:46])[N:40]=[CH:39]2)=[C:34]([F:47])[CH:33]=1.C(=O)([O-])[O-].[Na+].[Na+]. (2) Given the product [NH:12]1[C:10]2[CH:9]=[CH:8][CH:7]=[CH:6][C:5]=2[CH2:4][CH2:3][CH2:2][C:1]1=[O:11], predict the reactants needed to synthesize it. The reactants are: [C:1]1(=[O:11])[C:10]2[C:5](=[CH:6][CH:7]=[CH:8][CH:9]=2)[CH2:4][CH2:3][CH2:2]1.[N-:12]=[N+]=[N-].[Na+].S(=O)(=O)(O)O. (3) Given the product [CH3:21][CH:16]1[CH2:17][CH2:18][CH2:19][CH2:20][N:15]1[CH2:14][CH2:13][CH2:12][NH:11][C:8]1[CH:9]=[CH:10][C:5]2[N:6]([C:2]([C:28]3[S:29][C:25]([C:22](=[O:24])[CH3:23])=[CH:26][CH:27]=3)=[CH:3][N:4]=2)[N:7]=1, predict the reactants needed to synthesize it. The reactants are: Br[C:2]1[N:6]2[N:7]=[C:8]([NH:11][CH2:12][CH2:13][CH2:14][N:15]3[CH2:20][CH2:19][CH2:18][CH2:17][CH:16]3[CH3:21])[CH:9]=[CH:10][C:5]2=[N:4][CH:3]=1.[C:22]([C:25]1[S:29][C:28](B(O)O)=[CH:27][CH:26]=1)(=[O:24])[CH3:23]. (4) Given the product [CH2:29]([N:26]1[CH2:27][CH2:28][CH:23]([NH:7][CH2:8][C:9]2[CH:14]=[CH:13][C:12]([N:15]([CH3:22])[C:16]3[CH:21]=[CH:20][N:19]=[CH:18][CH:17]=3)=[CH:11][CH:10]=2)[CH2:24][CH2:25]1)[C:30]1[CH:35]=[CH:34][CH:33]=[CH:32][CH:31]=1, predict the reactants needed to synthesize it. The reactants are: C(OC(=O)[N:7]([CH:23]1[CH2:28][CH2:27][N:26]([CH2:29][C:30]2[CH:35]=[CH:34][CH:33]=[CH:32][CH:31]=2)[CH2:25][CH2:24]1)[CH2:8][C:9]1[CH:14]=[CH:13][C:12]([N:15]([CH3:22])[C:16]2[CH:21]=[CH:20][N:19]=[CH:18][CH:17]=2)=[CH:11][CH:10]=1)(C)(C)C. (5) Given the product [O:18]1[C:17]2=[C:19]3[C:20](=[CH:21][CH:22]=[C:16]2[O:15][CH2:14][CH:13]1[CH2:12][O:11][S:8]([C:5]1[CH:4]=[CH:3][C:2]([CH3:1])=[CH:7][CH:6]=1)(=[O:9])=[O:10])[N:23]=[CH:28][CH:27]=[CH:26]3, predict the reactants needed to synthesize it. The reactants are: [CH3:1][C:2]1[CH:7]=[CH:6][C:5]([S:8]([O:11][CH2:12][C@@H:13]2[O:18][C:17]3[C:19]([CH:26]=[CH:27][CH:28]=O)=[C:20]([N+:23]([O-])=O)[CH:21]=[CH:22][C:16]=3[O:15][CH2:14]2)(=[O:10])=[O:9])=[CH:4][CH:3]=1.O. (6) Given the product [NH2:4][C:3]1[C:5]([Br:10])=[CH:6][C:7]([Cl:9])=[CH:8][C:2]=1[CH:22]([OH:24])[CH3:23], predict the reactants needed to synthesize it. The reactants are: Br[C:2]1[CH:8]=[C:7]([Cl:9])[CH:6]=[C:5]([Br:10])[C:3]=1[NH2:4].C([Li])CCC.CCCCCC.[CH:22](=[O:24])[CH3:23].Cl. (7) The reactants are: C([O:3][C:4](=[O:31])[CH2:5][S:6][C:7]1[S:11][C:10]([NH:12][C:13]([N:15]([CH2:25][CH:26]2[CH2:30][CH2:29][CH2:28][CH2:27]2)[C:16]2[CH:21]=[CH:20][CH:19]=[C:18]([C:22](=[O:24])[NH2:23])[CH:17]=2)=[O:14])=[N:9][CH:8]=1)C.C1(CN(C2C=CC(S(C)(=O)=O)=CC=2)C(=O)NC2SC=C(CC(O)=O)N=2)CCCC1.C1(CNC2C=C(C=CC=2)C(N)=O)CCCC1.C(OC(=O)CSC1SC(N)=NC=1)C. Given the product [C:22]([C:18]1[CH:17]=[C:16]([N:15]([CH2:25][CH:26]2[CH2:27][CH2:28][CH2:29][CH2:30]2)[C:13](=[O:14])[NH:12][C:10]2[S:11][C:7]([S:6][CH2:5][C:4]([OH:31])=[O:3])=[CH:8][N:9]=2)[CH:21]=[CH:20][CH:19]=1)(=[O:24])[NH2:23], predict the reactants needed to synthesize it. (8) Given the product [CH2:36]([O:35][C:31]1[CH:30]=[C:29]([F:38])[C:28]([CH2:27][N:20]2[C:21]3[C:26](=[CH:25][CH:24]=[CH:23][CH:22]=3)[C:18]([C:15]3[N:14]=[C:13]([NH:39][C:40]4[CH:41]=[CH:42][N:43]=[CH:44][CH:45]=4)[C:12]([O:11][CH2:10][CH2:9][OH:8])=[CH:17][N:16]=3)=[N:19]2)=[C:33]([F:34])[CH:32]=1)[CH3:37], predict the reactants needed to synthesize it. The reactants are: [Si]([O:8][CH2:9][CH2:10][O:11][C:12]1[C:13]([NH:39][C:40]2[CH:45]=[CH:44][N:43]=[CH:42][CH:41]=2)=[N:14][C:15]([C:18]2[C:26]3[C:21](=[CH:22][CH:23]=[CH:24][CH:25]=3)[N:20]([CH2:27][C:28]3[C:33]([F:34])=[CH:32][C:31]([O:35][CH2:36][CH3:37])=[CH:30][C:29]=3[F:38])[N:19]=2)=[N:16][CH:17]=1)(C(C)(C)C)(C)C.Cl.C(=O)([O-])O.[Na+]. (9) The reactants are: [CH:1]([O:4][C:5]([O:7][CH2:8][N:9]1[N:13]=[C:12]([C:14]([O:16][CH2:17][CH3:18])=[O:15])[C:11]([C:19](=[O:33])[C:20]2[CH:25]=[C:24]([O:26][CH3:27])[C:23]([O:28][CH3:29])=[CH:22][C:21]=2[N+:30]([O-])=O)=[N:10]1)=[O:6])([CH3:3])[CH3:2].C(OC(N1N=C(C(OCC)=O)C(C(=O)C2C=C(OC)C(OC)=CC=2[N+]([O-])=O)=N1)=O)(C)C. Given the product [NH2:30][C:21]1[CH:22]=[C:23]([O:28][CH3:29])[C:24]([O:26][CH3:27])=[CH:25][C:20]=1[C:19]([C:11]1[C:12]([C:14]([O:16][CH2:17][CH3:18])=[O:15])=[N:13][N:9]([CH2:8][O:7][C:5]([O:4][CH:1]([CH3:2])[CH3:3])=[O:6])[N:10]=1)=[O:33], predict the reactants needed to synthesize it. (10) Given the product [CH:34]12[CH2:40][CH:37]([N:38]([C:27]3[N:26]=[C:25]([Cl:31])[C:24]([O:23][CH2:22][C:21]([N:9]4[CH2:10][CH2:11][C:12]5[N:16]=[C:15]6[S:17][C:18]([CH3:20])=[N:19][N:14]6[C:13]=5[CH:8]4[C:5]4[CH:6]=[CH:7][C:2]([Cl:1])=[CH:3][C:4]=4[F:33])=[O:32])=[CH:29][CH:28]=3)[CH2:39]1)[CH2:36][O:35]2, predict the reactants needed to synthesize it. The reactants are: [Cl:1][C:2]1[CH:7]=[CH:6][C:5]([CH:8]2[C:13]3[N:14]4[N:19]=[C:18]([CH3:20])[S:17][C:15]4=[N:16][C:12]=3[CH2:11][CH2:10][N:9]2[C:21](=[O:32])[CH2:22][O:23][C:24]2[C:25]([Cl:31])=[N:26][C:27](I)=[CH:28][CH:29]=2)=[C:4]([F:33])[CH:3]=1.[CH:34]12[CH2:40][CH:37]([NH:38][CH2:39]1)[CH2:36][O:35]2.